From a dataset of Forward reaction prediction with 1.9M reactions from USPTO patents (1976-2016). Predict the product of the given reaction. (1) The product is: [C:1]([NH:6][CH2:7][C:8]([NH:10][C@H:11]([C:19]([NH:21][C@H:22]([C:27]([NH:29][CH2:30][C:31]([N:39]1[CH2:38][CH2:37][S:36][C:35]1=[S:34])=[O:33])=[O:28])[CH2:23][CH:24]([CH3:25])[CH3:26])=[O:20])[CH2:12][C:13]1[CH:14]=[CH:15][CH:16]=[CH:17][CH:18]=1)=[O:9])(=[O:5])[C:2]([CH3:4])=[CH2:3]. Given the reactants [C:1]([NH:6][CH2:7][C:8]([NH:10][C@H:11]([C:19]([NH:21][C@H:22]([C:27]([NH:29][CH2:30][C:31]([OH:33])=O)=[O:28])[CH2:23][CH:24]([CH3:26])[CH3:25])=[O:20])[CH2:12][C:13]1[CH:18]=[CH:17][CH:16]=[CH:15][CH:14]=1)=[O:9])(=[O:5])[C:2]([CH3:4])=[CH2:3].[SH:34][C:35]1[S:36][CH2:37][CH2:38][N:39]=1.CCN=C=NCCCN(C)C, predict the reaction product. (2) Given the reactants FC(F)(F)C(O)=O.C([O:12][C:13](=[O:30])[C:14]1[CH:19]=[C:18]([S:20]([CH:23]2[CH2:25][CH2:24]2)(=[O:22])=[O:21])[N:17]=[C:16]([NH:26][CH:27]2[CH2:29][CH2:28]2)[CH:15]=1)(C)(C)C, predict the reaction product. The product is: [CH:27]1([NH:26][C:16]2[CH:15]=[C:14]([CH:19]=[C:18]([S:20]([CH:23]3[CH2:24][CH2:25]3)(=[O:22])=[O:21])[N:17]=2)[C:13]([OH:30])=[O:12])[CH2:28][CH2:29]1. (3) The product is: [Br:13][C:9]1[CH:8]=[C:7]([CH:18]([C:17]2[CH:20]=[CH:21][CH:22]=[C:15]([Br:14])[CH:16]=2)[OH:19])[CH:12]=[CH:11][CH:10]=1. Given the reactants [Li]CCCC.Br[C:7]1[CH:12]=[CH:11][CH:10]=[C:9]([Br:13])[CH:8]=1.[Br:14][C:15]1[CH:16]=[C:17]([CH:20]=[CH:21][CH:22]=1)[CH:18]=[O:19], predict the reaction product. (4) Given the reactants CCN(C(C)C)C(C)C.[Br:10][C:11]1[CH:16]=[CH:15][C:14]([F:17])=[CH:13][C:12]=1[C:18]([N:20]1[CH2:25][CH2:24][NH:23][CH2:22][CH2:21]1)=[O:19].C1C=CC2N(O)N=NC=2C=1.CCN=C=NCCCN(C)C.[OH:47][C:48]1[CH:53]=[CH:52][CH:51]=[CH:50][C:49]=1[C:54]1[NH:58][N:57]=[C:56]([C:59]([NH:61][CH2:62][C:63](O)=[O:64])=[O:60])[CH:55]=1, predict the reaction product. The product is: [Br:10][C:11]1[CH:16]=[CH:15][C:14]([F:17])=[CH:13][C:12]=1[C:18]([N:20]1[CH2:21][CH2:22][N:23]([C:63](=[O:64])[CH2:62][NH:61][C:59]([C:56]2[CH:55]=[C:54]([C:49]3[CH:50]=[CH:51][CH:52]=[CH:53][C:48]=3[OH:47])[NH:58][N:57]=2)=[O:60])[CH2:24][CH2:25]1)=[O:19]. (5) Given the reactants [OH:1][C:2]1[CH:7]=[CH:6][C:5]([CH:8]2[CH2:13][CH2:12][N:11]([C:14]([O:16][CH2:17][C:18]3[CH:23]=[CH:22][CH:21]=[CH:20][CH:19]=3)=[O:15])[CH2:10][CH:9]2[O:24][CH2:25][C:26]2[CH:27]=[CH:28][C:29]3[O:34][CH2:33][CH2:32][N:31]([CH2:35][CH2:36][CH2:37][O:38][CH3:39])[C:30]=3[CH:40]=2)=[CH:4][CH:3]=1.I[CH:42]([CH3:44])[CH3:43], predict the reaction product. The product is: [CH:42]([O:1][C:2]1[CH:7]=[CH:6][C:5]([CH:8]2[CH2:13][CH2:12][N:11]([C:14]([O:16][CH2:17][C:18]3[CH:19]=[CH:20][CH:21]=[CH:22][CH:23]=3)=[O:15])[CH2:10][CH:9]2[O:24][CH2:25][C:26]2[CH:27]=[CH:28][C:29]3[O:34][CH2:33][CH2:32][N:31]([CH2:35][CH2:36][CH2:37][O:38][CH3:39])[C:30]=3[CH:40]=2)=[CH:4][CH:3]=1)([CH3:44])[CH3:43]. (6) Given the reactants [F:1][C:2]1[CH:3]=[C:4]([CH:16]=[CH:17][C:18]=1[F:19])[CH2:5][N:6]1[CH:11]=[CH:10][CH:9]=[C:8]([C:12]([OH:14])=O)[C:7]1=[O:15].CN(C)C=O.C(N(CC)C(C)C)(C)C.F[P-](F)(F)(F)(F)F.C[N+](C)=C(N(C)C)ON1C2N=CC=CC=2N=N1.[NH2:58][CH:59]([C:63]1[S:64][CH:65]=[CH:66][CH:67]=1)[C:60]([OH:62])=[O:61], predict the reaction product. The product is: [F:1][C:2]1[CH:3]=[C:4]([CH:16]=[CH:17][C:18]=1[F:19])[CH2:5][N:6]1[CH:11]=[CH:10][CH:9]=[C:8]([C:12]([NH:58][CH:59]([C:63]2[S:64][CH:65]=[CH:66][CH:67]=2)[C:60]([OH:62])=[O:61])=[O:14])[C:7]1=[O:15]. (7) Given the reactants [OH:1][C:2]1[CH:7]=[CH:6][C:5]([N:8]2[C:12]3[CH:13]=[CH:14][C:15]([C:17]([NH:19][CH2:20][C:21]4[CH:22]=[N:23][CH:24]=[CH:25][CH:26]=4)=[O:18])=[CH:16][C:11]=3[N:10]=[CH:9]2)=[CH:4][CH:3]=1.[CH:44]1[CH:45]=[CH:40]C(P([C:40]2[CH:45]=[CH:44][CH:43]=[CH:42]C=2)[C:44]2[CH:45]=[CH:40]C=[CH:42][CH:43]=2)=[CH:42][CH:43]=1.C1COCC1.[N:51]([C:59](OC(C)C)=O)=NC(OC(C)C)=O, predict the reaction product. The product is: [N:51]1[CH:42]=[CH:43][CH:44]=[C:45]([CH2:40][O:1][C:2]2[CH:7]=[CH:6][C:5]([N:8]3[C:12]4[CH:13]=[CH:14][C:15]([C:17]([NH:19][CH2:20][C:21]5[CH:22]=[N:23][CH:24]=[CH:25][CH:26]=5)=[O:18])=[CH:16][C:11]=4[N:10]=[CH:9]3)=[CH:4][CH:3]=2)[CH:59]=1.